Dataset: Full USPTO retrosynthesis dataset with 1.9M reactions from patents (1976-2016). Task: Predict the reactants needed to synthesize the given product. (1) Given the product [N:1]1[C:9]2[C:4](=[N:5][CH:6]=[CH:7][CH:8]=2)[N:3]([C:10]2[CH:15]=[CH:14][C:13]([CH2:16][C:17]([NH:35][C:32]3[CH:33]=[CH:34][C:29]([CH2:28][N:25]4[CH2:24][CH2:23][N:22]([CH3:21])[CH2:27][CH2:26]4)=[C:30]([C:36]([F:39])([F:38])[F:37])[CH:31]=3)=[O:19])=[C:12]([CH3:20])[CH:11]=2)[CH:2]=1, predict the reactants needed to synthesize it. The reactants are: [N:1]1[C:9]2[C:4](=[N:5][CH:6]=[CH:7][CH:8]=2)[N:3]([C:10]2[CH:15]=[CH:14][C:13]([CH2:16][C:17]([OH:19])=O)=[C:12]([CH3:20])[CH:11]=2)[CH:2]=1.[CH3:21][N:22]1[CH2:27][CH2:26][N:25]([CH2:28][C:29]2[CH:34]=[CH:33][C:32]([NH2:35])=[CH:31][C:30]=2[C:36]([F:39])([F:38])[F:37])[CH2:24][CH2:23]1. (2) Given the product [CH2:25]([C:17]1[CH:16]=[C:15]([CH:20]=[CH:19][C:18]=1[O:21][CH2:22][O:23][CH3:24])[CH2:14][C:10]1[C:9]([CH3:32])=[CH:8][C:7]([C:35]([O:71][CH3:70])=[O:36])=[CH:12][C:11]=1[CH3:13])[C:26]1[CH:31]=[CH:30][CH:29]=[CH:28][CH:27]=1, predict the reactants needed to synthesize it. The reactants are: FC(F)(F)S(O[C:7]1[CH:12]=[C:11]([CH3:13])[C:10]([CH2:14][C:15]2[CH:20]=[CH:19][C:18]([O:21][CH2:22][O:23][CH3:24])=[C:17]([CH2:25][C:26]3[CH:31]=[CH:30][CH:29]=[CH:28][CH:27]=3)[CH:16]=2)=[C:9]([CH3:32])[CH:8]=1)(=O)=O.[CH3:35][OH:36].C1(P(C(P(C2C=CC=CC=2)C2C=CC=CC=2)(C)C)C2C=CC=CC=2)C=CC=CC=1.Cl.CN([CH:70]=[O:71])C. (3) Given the product [Cl:1][C:2]1[N:7]=[C:6]2[NH:8][N:9]=[C:10]([I:13])[C:5]2=[C:4]([O:11][CH3:12])[N:3]=1, predict the reactants needed to synthesize it. The reactants are: [Cl:1][C:2]1[N:7]=[C:6]2[NH:8][N:9]=[CH:10][C:5]2=[C:4]([O:11][CH3:12])[N:3]=1.[I:13]N1C(=O)CCC1=O.